From a dataset of Peptide-MHC class I binding affinity with 185,985 pairs from IEDB/IMGT. Regression. Given a peptide amino acid sequence and an MHC pseudo amino acid sequence, predict their binding affinity value. This is MHC class I binding data. (1) The peptide sequence is FQKDAKVLF. The MHC is HLA-A11:01 with pseudo-sequence HLA-A11:01. The binding affinity (normalized) is 0.0847. (2) The peptide sequence is NTPEGIIPA. The MHC is HLA-A68:02 with pseudo-sequence HLA-A68:02. The binding affinity (normalized) is 0.795. (3) The peptide sequence is TCDGNTFTY. The MHC is HLA-A11:01 with pseudo-sequence HLA-A11:01. The binding affinity (normalized) is 0.278. (4) The MHC is HLA-B35:01 with pseudo-sequence HLA-B35:01. The peptide sequence is YRYGFVANF. The binding affinity (normalized) is 0.0847. (5) The peptide sequence is RVNHAKYMVT. The MHC is HLA-A68:02 with pseudo-sequence HLA-A68:02. The binding affinity (normalized) is 0.418. (6) The peptide sequence is MDCTHLEGKII. The MHC is Mamu-B01 with pseudo-sequence Mamu-B01. The binding affinity (normalized) is 0. (7) The peptide sequence is DTLKVGNTY. The MHC is HLA-B15:09 with pseudo-sequence HLA-B15:09. The binding affinity (normalized) is 0.0847.